Dataset: Full USPTO retrosynthesis dataset with 1.9M reactions from patents (1976-2016). Task: Predict the reactants needed to synthesize the given product. (1) Given the product [CH3:14][C@H:15]1[CH2:20][NH:19][C@H:18]([CH3:21])[CH2:17][N:16]1[C:22]1[CH:29]=[CH:28][C:25]([C:26]#[N:27])=[C:24]([O:4][CH3:2])[CH:23]=1, predict the reactants needed to synthesize it. The reactants are: C[C:2](C)([O-:4])C.[K+].CO.C1COCC1.[CH3:14][C@H:15]1[CH2:20][NH:19][C@H:18]([CH3:21])[CH2:17][N:16]1[C:22]1[CH:29]=[CH:28][C:25]([C:26]#[N:27])=[C:24](F)[CH:23]=1. (2) Given the product [CH2:9]([O:8][C:1](=[O:7])[C:2](=[O:4])[CH2:17][CH:11]1[CH2:13][CH2:14][CH2:15][CH2:16]1)[CH3:10], predict the reactants needed to synthesize it. The reactants are: [C:1]([O:8][CH2:9][CH3:10])(=[O:7])[C:2]([O:4]CC)=O.[C:11]1([CH3:17])[CH:16]=[CH:15][CH:14]=[CH:13]C=1. (3) Given the product [Br:21][C:2]1[C:7]([S:8]([OH:11])(=[O:10])=[O:9])=[CH:6][C:5]([S:12]([OH:15])(=[O:14])=[O:13])=[CH:4][C:3]=1[S:16]([OH:19])(=[O:18])=[O:17].[Na:20], predict the reactants needed to synthesize it. The reactants are: N[C:2]1[C:7]([S:8]([OH:11])(=[O:10])=[O:9])=[CH:6][C:5]([S:12]([OH:15])(=[O:14])=[O:13])=[CH:4][C:3]=1[S:16]([OH:19])(=[O:18])=[O:17].[Na:20].[BrH:21].N([O-])=O.[Na+]. (4) The reactants are: C(O[C:4]([C:6]1[N:7]=[C:8]([C:15]2[C:20]([F:21])=[CH:19][CH:18]=[CH:17][C:16]=2[F:22])[N:9]([CH3:14])[C:10](=[O:13])[C:11]=1[OH:12])=[O:5])C.[Cl:23][C:24]1[CH:31]=[CH:30][C:27]([CH2:28][NH2:29])=[CH:26][CH:25]=1. Given the product [Cl:23][C:24]1[CH:31]=[CH:30][C:27]([CH2:28][NH:29][C:4]([C:6]2[N:7]=[C:8]([C:15]3[C:16]([F:22])=[CH:17][CH:18]=[CH:19][C:20]=3[F:21])[N:9]([CH3:14])[C:10](=[O:13])[C:11]=2[OH:12])=[O:5])=[CH:26][CH:25]=1, predict the reactants needed to synthesize it.